Predict the product of the given reaction. From a dataset of Forward reaction prediction with 1.9M reactions from USPTO patents (1976-2016). (1) Given the reactants [O:1]=[C:2]([NH:8][C:9](=[O:27])[CH2:10][C:11]1[CH:16]=[CH:15][C:14]([CH2:17][CH2:18][CH2:19][CH2:20][C:21]2[CH:26]=[CH:25][CH:24]=[CH:23][CH:22]=2)=[CH:13][CH:12]=1)[CH2:3][CH2:4][C:5]([OH:7])=O.Cl.[NH:29]([CH2:44][C:45]([NH:47][CH2:48][CH2:49][O:50][CH2:51][CH2:52][O:53][CH2:54][CH2:55][O:56][CH3:57])=[O:46])[CH2:30][C:31]([NH:33][CH2:34][CH2:35][O:36][CH2:37][CH2:38][O:39][CH2:40][CH2:41][O:42][CH3:43])=[O:32].Cl.N1C=CC=CC=1, predict the reaction product. The product is: [O:1]=[C:2]([NH:8][C:9](=[O:27])[CH2:10][C:11]1[CH:16]=[CH:15][C:14]([CH2:17][CH2:18][CH2:19][CH2:20][C:21]2[CH:26]=[CH:25][CH:24]=[CH:23][CH:22]=2)=[CH:13][CH:12]=1)[CH2:3][CH2:4][C:5]([N:29]([CH2:30][C:31](=[O:32])[NH:33][CH2:34][CH2:35][O:36][CH2:37][CH2:38][O:39][CH2:40][CH2:41][O:42][CH3:43])[CH2:44][C:45](=[O:46])[NH:47][CH2:48][CH2:49][O:50][CH2:51][CH2:52][O:53][CH2:54][CH2:55][O:56][CH3:57])=[O:7]. (2) The product is: [C:1]([O:5][C:6](=[O:26])[NH:7][C:8]1[CH:13]=[C:12]([O:14][C:15]2[CH:20]=[CH:19][C:18]([NH2:21])=[CH:17][N:16]=2)[C:11]([Cl:24])=[CH:10][C:9]=1[F:25])([CH3:4])([CH3:2])[CH3:3]. Given the reactants [C:1]([O:5][C:6](=[O:26])[NH:7][C:8]1[CH:13]=[C:12]([O:14][C:15]2[CH:20]=[CH:19][C:18]([N+:21]([O-])=O)=[CH:17][N:16]=2)[C:11]([Cl:24])=[CH:10][C:9]=1[F:25])([CH3:4])([CH3:3])[CH3:2].[Cl-].[Ca+2].[Cl-].C(O)C.O, predict the reaction product. (3) Given the reactants Br[CH2:2][C:3]1[C:4]([C:25]2[CH:30]=[CH:29][CH:28]=[C:27]([C:31]([F:34])([F:33])[F:32])[CH:26]=2)=[N:5][C:6]2[C:11]([C:12]=1[C:13]([O:15][CH3:16])=[O:14])=[CH:10][C:9]([S:17]([CH2:20][CH3:21])(=[O:19])=[O:18])=[C:8]([O:22][CH2:23][CH3:24])[CH:7]=2.[NH:35]1[CH2:40][CH2:39][CH:38]([N:41]2[CH2:46][CH2:45][O:44][CH2:43][CH2:42]2)[CH2:37][CH2:36]1, predict the reaction product. The product is: [CH2:23]([O:22][C:8]1[CH:7]=[C:6]2[C:11]([C:12]([C:13]([O:15][CH3:16])=[O:14])=[C:3]([CH2:2][N:35]3[CH2:40][CH2:39][CH:38]([N:41]4[CH2:46][CH2:45][O:44][CH2:43][CH2:42]4)[CH2:37][CH2:36]3)[C:4]([C:25]3[CH:30]=[CH:29][CH:28]=[C:27]([C:31]([F:32])([F:34])[F:33])[CH:26]=3)=[N:5]2)=[CH:10][C:9]=1[S:17]([CH2:20][CH3:21])(=[O:18])=[O:19])[CH3:24]. (4) Given the reactants [I:1][C:2]1[CH:3]=[C:4]2[C:8](=[CH:9][CH:10]=1)[NH:7][CH:6]=[C:5]2[C:11]([O:13][CH3:14])=[O:12].[Br:15]Br.S(=O)(=O)(O)O, predict the reaction product. The product is: [Br:15][C:10]1[CH:9]=[C:8]2[C:4]([C:5]([C:11]([O:13][CH3:14])=[O:12])=[CH:6][NH:7]2)=[CH:3][C:2]=1[I:1]. (5) Given the reactants Br[C:2]1[CH:8]=[CH:7][C:5]([NH2:6])=[C:4]([N+:9]([O-:11])=[O:10])[CH:3]=1.[CH2:12]([C:14]1([C:35]([O:37][CH2:38][CH3:39])=[O:36])[CH2:19][CH2:18][N:17]([C:20]2[N:25]=[CH:24][C:23](B3OC(C)(C)C(C)(C)O3)=[CH:22][N:21]=2)[CH2:16][CH2:15]1)[CH3:13].P([O-])([O-])([O-])=O.[K+].[K+].[K+], predict the reaction product. The product is: [NH2:6][C:5]1[CH:7]=[CH:8][C:2]([C:23]2[CH:22]=[N:21][C:20]([N:17]3[CH2:18][CH2:19][C:14]([CH2:12][CH3:13])([C:35]([O:37][CH2:38][CH3:39])=[O:36])[CH2:15][CH2:16]3)=[N:25][CH:24]=2)=[CH:3][C:4]=1[N+:9]([O-:11])=[O:10]. (6) Given the reactants [CH2:1]([S:8][C:9]1[CH:10]=[C:11]2[C:16](=[CH:17][CH:18]=1)[C:15](Cl)=[N:14][N:13]=[CH:12]2)[C:2]1[CH:7]=[CH:6][CH:5]=[CH:4][CH:3]=1.[Br:20][C:21]1[C:26]([F:27])=[CH:25][C:24](B(O)O)=[C:23]([O:31][CH3:32])[CH:22]=1, predict the reaction product. The product is: [CH2:1]([S:8][C:9]1[CH:10]=[C:11]2[C:16](=[CH:17][CH:18]=1)[C:15]([C:24]1[CH:25]=[C:26]([F:27])[C:21]([Br:20])=[CH:22][C:23]=1[O:31][CH3:32])=[N:14][N:13]=[CH:12]2)[C:2]1[CH:7]=[CH:6][CH:5]=[CH:4][CH:3]=1. (7) Given the reactants [C:1]1([C:10]2[CH:15]=[CH:14][CH:13]=[CH:12][CH:11]=2)[C:2](B(O)O)=[CH:3][CH:4]=[CH:5][CH:6]=1.Br[C:17]1[CH:22]=[CH:21][CH:20]=[C:19]([O:23][CH3:24])[N:18]=1.[O-]P([O-])([O-])=O.[K+].[K+].[K+], predict the reaction product. The product is: [C:1]1([C:10]2[CH:15]=[CH:14][CH:13]=[CH:12][CH:11]=2)[CH:6]=[CH:5][CH:4]=[CH:3][C:2]=1[C:17]1[CH:22]=[CH:21][CH:20]=[C:19]([O:23][CH3:24])[N:18]=1. (8) Given the reactants [CH2:1]([N:8]([CH3:35])[C:9]1[N:14]=[C:13]([C:15]([NH:17][CH:18]([C:22]2[CH:27]=[CH:26][C:25]([O:28][C:29]([F:32])([F:31])[F:30])=[CH:24][CH:23]=2)[CH2:19][O:20][CH3:21])=[O:16])[CH:12]=[C:11]([O:33]C)[N:10]=1)[C:2]1[CH:7]=[CH:6][CH:5]=[CH:4][CH:3]=1.Cl.N1C=CC=CC=1.O, predict the reaction product. The product is: [CH2:1]([N:8]([CH3:35])[C:9]1[NH:10][C:11](=[O:33])[CH:12]=[C:13]([C:15]([NH:17][CH:18]([C:22]2[CH:23]=[CH:24][C:25]([O:28][C:29]([F:31])([F:30])[F:32])=[CH:26][CH:27]=2)[CH2:19][O:20][CH3:21])=[O:16])[N:14]=1)[C:2]1[CH:3]=[CH:4][CH:5]=[CH:6][CH:7]=1.